Dataset: Reaction yield outcomes from USPTO patents with 853,638 reactions. Task: Predict the reaction yield, written as a fraction of the theoretical maximum amount of product (1.0 means a 100% yield; for example, 0.34 means a 34% yield). (1) The reactants are P(Cl)(Cl)(Cl)=O.[CH3:6][N:7]1[CH2:12][CH2:11][N:10]([CH2:13][CH2:14][CH2:15][C:16]2[C:24]3[CH2:23][CH2:22][CH2:21][CH2:20][C:19]=3[NH:18][CH:17]=2)[CH2:9][CH2:8]1.CN(C)[CH:27]=[O:28]. No catalyst specified. The product is [CH3:6][N:7]1[CH2:8][CH2:9][N:10]([CH2:13][CH2:14][CH2:15][C:16]2[C:24]3[CH2:23][CH2:22][CH2:21][CH2:20][C:19]=3[NH:18][C:17]=2[CH:27]=[O:28])[CH2:11][CH2:12]1. The yield is 0.620. (2) The reactants are ClC(Cl)(Cl)C(Cl)(Cl)Cl.[F:9][C:10]1[CH:11]=[CH:12][C:13]([NH:16][NH:17][C:18](=O)[CH2:19][N:20]2[CH2:25][CH2:24][N:23]([CH3:26])[CH:22]([CH2:27][O:28][Si:29]([CH:36]([CH3:38])[CH3:37])([CH:33]([CH3:35])[CH3:34])[CH:30]([CH3:32])[CH3:31])[CH2:21]2)=[N:14][CH:15]=1.C1C=CC(P(C2C=CC=CC=2)C2C=CC=CC=2)=CC=1.CCN(CC)CC. The catalyst is C1COCC1. The product is [F:9][C:10]1[CH:11]=[CH:12][C:13]2[N:14]([C:18]([CH2:19][N:20]3[CH2:25][CH2:24][N:23]([CH3:26])[CH:22]([CH2:27][O:28][Si:29]([CH:36]([CH3:38])[CH3:37])([CH:33]([CH3:35])[CH3:34])[CH:30]([CH3:32])[CH3:31])[CH2:21]3)=[N:17][N:16]=2)[CH:15]=1. The yield is 0.600. (3) The reactants are [NH2:1][C:2]1[C:11]2[C:6](=[CH:7][CH:8]=[CH:9][C:10]=2[O:12][CH2:13][CH:14]2[CH2:18][CH2:17][CH2:16][CH2:15]2)[N:5]=[C:4]([CH3:19])[C:3]=1[C:20]([O:22]CC)=[O:21].[OH-].[Na+]. The catalyst is CCO. The product is [NH2:1][C:2]1[C:11]2[C:6](=[CH:7][CH:8]=[CH:9][C:10]=2[O:12][CH2:13][CH:14]2[CH2:18][CH2:17][CH2:16][CH2:15]2)[N:5]=[C:4]([CH3:19])[C:3]=1[C:20]([OH:22])=[O:21]. The yield is 0.490. (4) The reactants are [CH2:1]([O:3][C:4]([C:6]1[N:7]=[C:8](I)[O:9][C:10]=1[C:11]1[CH:16]=[CH:15][C:14]([N:17]2[CH2:22][CH2:21][N:20]([C:23]([O:25][C:26]([CH3:29])([CH3:28])[CH3:27])=[O:24])[CH2:19][CH2:18]2)=[CH:13][CH:12]=1)=[O:5])[CH3:2].CC1(C)C(C)(C)OB([C:39]2[CH:44]=[CH:43][N:42]=[C:41]3[NH:45][CH:46]=[CH:47][C:40]=23)O1.C(=O)([O-])[O-].[Na+].[Na+]. The catalyst is C1(C)C=CC=CC=1.C(O)C.O.CCOC(C)=O.C1C=CC(P(C2C=CC=CC=2)C2C=CC=CC=2)=CC=1.C1C=CC(P(C2C=CC=CC=2)C2C=CC=CC=2)=CC=1.Cl[Pd]Cl. The product is [CH2:1]([O:3][C:4]([C:6]1[N:7]=[C:8]([C:39]2[CH:44]=[CH:43][N:42]=[C:41]3[NH:45][CH:46]=[CH:47][C:40]=23)[O:9][C:10]=1[C:11]1[CH:16]=[CH:15][C:14]([N:17]2[CH2:22][CH2:21][N:20]([C:23]([O:25][C:26]([CH3:29])([CH3:28])[CH3:27])=[O:24])[CH2:19][CH2:18]2)=[CH:13][CH:12]=1)=[O:5])[CH3:2]. The yield is 0.810. (5) The reactants are [C:1]([C:3]1[C:4]([CH:19]([C:23]2[CH:28]=[CH:27][C:26]([Cl:29])=[C:25]([Cl:30])[CH:24]=2)[CH2:20][CH:21]=O)=[C:5]([C:14]([O:16][CH2:17][CH3:18])=[O:15])[S:6][C:7]=1[N:8]1[CH2:13][CH2:12][O:11][CH2:10][CH2:9]1)#[N:2].Cl.[CH3:32][NH:33][CH3:34].C([O-])(=O)C.[Na+].C([BH3-])#N.[Na+].C([O-])(O)=O.[Na+]. The catalyst is CO.CCOC(C)=O. The product is [C:1]([C:3]1[C:4]([CH:19]([C:23]2[CH:28]=[CH:27][C:26]([Cl:29])=[C:25]([Cl:30])[CH:24]=2)[CH2:20][CH2:21][N:33]([CH3:34])[CH3:32])=[C:5]([C:14]([O:16][CH2:17][CH3:18])=[O:15])[S:6][C:7]=1[N:8]1[CH2:9][CH2:10][O:11][CH2:12][CH2:13]1)#[N:2]. The yield is 0.718. (6) The reactants are C(O[C:5](=[O:7])[CH3:6])(=O)C.[Br:8][C:9]1[CH:14]=[CH:13][C:12]([CH:15]([CH3:19])[CH2:16][CH2:17][NH2:18])=[CH:11][CH:10]=1.C(N(CC)CC)C.O. The catalyst is CN(C)C1C=CN=CC=1.ClCCl. The product is [Br:8][C:9]1[CH:10]=[CH:11][C:12]([CH:15]([CH3:19])[CH2:16][CH2:17][NH:18][C:5](=[O:7])[CH3:6])=[CH:13][CH:14]=1. The yield is 0.944. (7) The reactants are [Br:1][C:2]1[S:3][C:4]([CH2:7]Br)=[CH:5][N:6]=1.[NH:9]1[CH:13]=[CH:12][N:11]=[CH:10]1.C([O-])([O-])=O.[K+].[K+]. The catalyst is CS(C)=O. The product is [N:9]1([CH2:7][C:4]2[S:3][C:2]([Br:1])=[N:6][CH:5]=2)[CH:13]=[CH:12][N:11]=[CH:10]1. The yield is 0.420. (8) The reactants are [F:1][C:2]1[C:11]([CH:12]([C:14]2[N:18]3[N:19]=[C:20]([C:23](=O)[CH3:24])[CH:21]=[CH:22][C:17]3=[N:16][N:15]=2)[CH3:13])=[C:10]([F:26])[CH:9]=[C:8]2[C:3]=1[CH:4]=[CH:5][CH:6]=[N:7]2.Cl.[NH2:28][O:29][CH2:30][CH2:31][OH:32].[OH-].[Na+]. The catalyst is CO. The product is [OH:32][CH2:31][CH2:30][O:29]/[N:28]=[C:23](/[C:20]1[CH:21]=[CH:22][C:17]2[N:18]([C:14]([CH:12]([C:11]3[C:2]([F:1])=[C:3]4[C:8](=[CH:9][C:10]=3[F:26])[N:7]=[CH:6][CH:5]=[CH:4]4)[CH3:13])=[N:15][N:16]=2)[N:19]=1)\[CH3:24]. The yield is 0.980. (9) The reactants are [Li+].CC([N-]C(C)C)C.[Li]CCCC.C(NC(C)C)(C)C.[NH:21]([C:28]1[N:29]([C:40]2[CH:45]=[CH:44][CH:43]=[CH:42][CH:41]=2)[C:30]2[C:35]([C:36](=[O:38])[CH:37]=1)=[C:34]([CH3:39])[CH:33]=[CH:32][N:31]=2)[C:22]1[CH:27]=[CH:26][CH:25]=[CH:24][CH:23]=1.C1C[O:49]CC1. No catalyst specified. The product is [NH:21]([C:28]1[N:29]([C:40]2[CH:41]=[CH:42][CH:43]=[CH:44][CH:45]=2)[C:30]2[C:35]([C:36](=[O:38])[CH:37]=1)=[C:34]([CH2:39][OH:49])[CH:33]=[CH:32][N:31]=2)[C:22]1[CH:23]=[CH:24][CH:25]=[CH:26][CH:27]=1. The yield is 0.530.